Dataset: Forward reaction prediction with 1.9M reactions from USPTO patents (1976-2016). Task: Predict the product of the given reaction. (1) Given the reactants [CH2:1]([C:3]1[C:8]([CH:9]=O)=[CH:7][CH:6]=[CH:5][C:4]=1[C:11]1[CH:12]=[N:13][C:14]([C:17]2[CH:18]=[CH:19][C:20]([O:25][CH:26]([CH3:28])[CH3:27])=[C:21]([CH:24]=2)[C:22]#[N:23])=[N:15][CH:16]=1)[CH3:2].C([O-])(=O)C.[Na+].[NH:34]1[CH2:37][CH:36]([C:38]([O:40][CH3:41])=[O:39])[CH2:35]1.C(O[BH-](OC(=O)C)OC(=O)C)(=O)C.[Na+], predict the reaction product. The product is: [C:22]([C:21]1[CH:24]=[C:17]([C:14]2[N:13]=[CH:12][C:11]([C:4]3[C:3]([CH2:1][CH3:2])=[C:8]([CH2:9][N:34]4[CH2:37][CH:36]([C:38]([O:40][CH3:41])=[O:39])[CH2:35]4)[CH:7]=[CH:6][CH:5]=3)=[CH:16][N:15]=2)[CH:18]=[CH:19][C:20]=1[O:25][CH:26]([CH3:28])[CH3:27])#[N:23]. (2) The product is: [CH3:1][N:2]([CH3:23])[CH2:3][CH2:4][O:5][C:6]1[CH:10]=[C:9]([NH2:11])[N:8]([CH3:22])[N:7]=1. Given the reactants [CH3:1][N:2]([CH3:23])[CH2:3][CH2:4][O:5][C:6]1[CH:10]=[C:9]([NH:11]C(=O)OCC2C=CC=CC=2)[N:8]([CH3:22])[N:7]=1, predict the reaction product. (3) Given the reactants [CH2:1]([O:3][C:4](=[O:12])[CH2:5][C:6]1[N:7]=[C:8]([SH:11])[S:9][CH:10]=1)[CH3:2].Br[C:14]([CH3:23])([CH3:22])[C:15]([O:17][C:18]([CH3:21])([CH3:20])[CH3:19])=[O:16].C(=O)([O-])[O-].[K+].[K+].O, predict the reaction product. The product is: [C:18]([O:17][C:15](=[O:16])[C:14]([S:11][C:8]1[S:9][CH:10]=[C:6]([CH2:5][C:4]([O:3][CH2:1][CH3:2])=[O:12])[N:7]=1)([CH3:23])[CH3:22])([CH3:21])([CH3:20])[CH3:19]. (4) The product is: [O:22]=[S:18]1(=[O:23])[CH2:19][CH2:20][CH2:21][N:17]1[CH2:16][C:9]12[CH2:15][CH:13]3[CH2:12][CH:11]([CH2:10]1)[C:7]([C:2](=[O:3])[CH3:1])([CH2:14]3)[CH2:8]2. Given the reactants [CH3:1][C:2]1([C:7]23[CH2:14][CH:13]4[CH2:15][C:9]([CH2:16][N:17]5[CH2:21][CH2:20][CH2:19][S:18]5(=[O:23])=[O:22])([CH2:10][CH:11]2[CH2:12]4)[CH2:8]3)OCC[O:3]1.C1(C)C=CC(S(O)(=O)=O)=CC=1, predict the reaction product. (5) Given the reactants [H-].[Al+3].[Li+].[H-].[H-].[H-].[C:7]1([C@H:13]([OH:17])[CH2:14][C:15]#[N:16])[CH:12]=[CH:11][CH:10]=[CH:9][CH:8]=1, predict the reaction product. The product is: [C:7]1([C@H:13]([OH:17])[CH2:14][CH2:15][NH2:16])[CH:12]=[CH:11][CH:10]=[CH:9][CH:8]=1. (6) Given the reactants N1(O[C:11]2[N:16]=[C:15]([NH:17][C:18]3[CH:26]=[CH:25][CH:24]=[C:23]4[C:19]=3[CH:20]=[CH:21][N:22]4[CH3:27])[C:14]([C:28]([NH2:30])=[O:29])=[CH:13][N:12]=2)C2C=CC=CC=2N=N1.[NH2:31][C@@H:32]1[CH2:37][CH2:36][CH2:35][CH2:34][C@@H:33]1[NH:38]C(=O)OC(C)(C)C.CCN(C(C)C)C(C)C, predict the reaction product. The product is: [NH2:31][C@H:32]1[CH2:37][CH2:36][CH2:35][CH2:34][C@H:33]1[NH:38][C:11]1[N:16]=[C:15]([NH:17][C:18]2[CH:26]=[CH:25][CH:24]=[C:23]3[C:19]=2[CH:20]=[CH:21][N:22]3[CH3:27])[C:14]([C:28]([NH2:30])=[O:29])=[CH:13][N:12]=1. (7) Given the reactants C([N-]C(C)C)(C)C.[Li+].[CH3:9][C:10]1[CH:11]=[C:12]([NH:21][C:22]2[N:27]=[C:26]([C:28]([F:31])([F:30])[F:29])[CH:25]=[CH:24][N:23]=2)[CH:13]=[C:14]([C:16]2[S:20][CH:19]=[N:18][CH:17]=2)[CH:15]=1.CN(C)[CH:34]=[O:35], predict the reaction product. The product is: [CH3:9][C:10]1[CH:15]=[C:14]([C:16]2[S:20][C:19]([CH:34]=[O:35])=[N:18][CH:17]=2)[CH:13]=[C:12]([NH:21][C:22]2[N:27]=[C:26]([C:28]([F:29])([F:31])[F:30])[CH:25]=[CH:24][N:23]=2)[CH:11]=1. (8) Given the reactants [F:1][C:2]1[CH:7]=[CH:6][C:5]([CH:8]=[CH:9][C:10](O)=[O:11])=[C:4]([C:13]([F:16])([F:15])[F:14])[CH:3]=1.C(Cl)(=O)C(Cl)=O.[NH3:23], predict the reaction product. The product is: [F:1][C:2]1[CH:7]=[CH:6][C:5]([CH:8]=[CH:9][C:10]([NH2:23])=[O:11])=[C:4]([C:13]([F:16])([F:15])[F:14])[CH:3]=1. (9) Given the reactants [CH2:1]([N:3]1[C:9](=[O:10])[C:8]2[CH:11]=[CH:12][C:13]([N+:15]([O-])=O)=[CH:14][C:7]=2[N:6]([CH2:18][CH3:19])[CH2:5][CH2:4]1)[CH3:2].O.NN, predict the reaction product. The product is: [NH2:15][C:13]1[CH:12]=[CH:11][C:8]2[C:9](=[O:10])[N:3]([CH2:1][CH3:2])[CH2:4][CH2:5][N:6]([CH2:18][CH3:19])[C:7]=2[CH:14]=1.